Dataset: Forward reaction prediction with 1.9M reactions from USPTO patents (1976-2016). Task: Predict the product of the given reaction. (1) Given the reactants [F:1][CH:2]([F:10])[C:3]1[CH:4]=[C:5]([CH:7]=[CH:8][CH:9]=1)[NH2:6].C([O:18][CH2:19][CH3:20])(OCC)OCC.[N+:21]([CH2:24]C(OCC)=O)([O-])=O.[C:30](O)(=O)C, predict the reaction product. The product is: [F:1][CH:2]([F:10])[C:3]1[CH:4]=[C:5]([N:6]2[CH:30]=[C:20]([CH2:19][OH:18])[N:21]=[CH:24]2)[CH:7]=[CH:8][CH:9]=1. (2) Given the reactants [C:1]([O:5][C:6](=[O:22])[NH:7][C:8]1[CH:13]=[C:12]([N:14]([CH3:16])[CH3:15])[C:11]([C:17]([F:20])([F:19])[F:18])=[CH:10][C:9]=1[NH2:21])([CH3:4])([CH3:3])[CH3:2].C([O:27][C:28](=O)[CH2:29][C:30]([C:32]1[CH:37]=[CH:36][CH:35]=[C:34]([C:38]2[N:39]([CH3:43])[N:40]=[CH:41][CH:42]=2)[CH:33]=1)=[O:31])(C)(C)C, predict the reaction product. The product is: [C:1]([O:5][C:6](=[O:22])[NH:7][C:8]1[CH:13]=[C:12]([N:14]([CH3:16])[CH3:15])[C:11]([C:17]([F:20])([F:19])[F:18])=[CH:10][C:9]=1[NH:21][C:28](=[O:27])[CH2:29][C:30]([C:32]1[CH:37]=[CH:36][CH:35]=[C:34]([C:38]2[N:39]([CH3:43])[N:40]=[CH:41][CH:42]=2)[CH:33]=1)=[O:31])([CH3:4])([CH3:2])[CH3:3].